This data is from Reaction yield outcomes from USPTO patents with 853,638 reactions. The task is: Predict the reaction yield, written as a fraction of the theoretical maximum amount of product (1.0 means a 100% yield; for example, 0.34 means a 34% yield). The reactants are [NH2:1][C:2]1[C:3]([NH:9][CH2:10][CH:11]2[CH2:16][CH2:15][CH2:14][N:13]([C:17]([O:19][C:20]([CH3:23])([CH3:22])[CH3:21])=[O:18])[CH2:12]2)=[N:4][C:5]([Br:8])=[CH:6][N:7]=1.C[N:25](C=O)C. No catalyst specified. The product is [Br:8][C:5]1[N:4]=[C:3]2[N:9]([CH2:10][CH:11]3[CH2:16][CH2:15][CH2:14][N:13]([C:17]([O:19][C:20]([CH3:23])([CH3:22])[CH3:21])=[O:18])[CH2:12]3)[N:25]=[N:1][C:2]2=[N:7][CH:6]=1. The yield is 0.620.